Dataset: Catalyst prediction with 721,799 reactions and 888 catalyst types from USPTO. Task: Predict which catalyst facilitates the given reaction. (1) Reactant: [CH2:1]([O:8][C@H:9]([C@@H:11]([OH:22])[CH2:12][CH2:13][C:14]1[CH:19]=[CH:18][CH:17]=[CH:16][C:15]=1[S:20][CH3:21])[CH3:10])[C:2]1[CH:7]=[CH:6][CH:5]=[CH:4][CH:3]=1.[CH3:23][S:24](Cl)(=[O:26])=[O:25].C(N(CC)CC)C. Product: [CH2:1]([O:8][C@@H:9]([CH3:10])[C@@H:11]([O:22][S:24]([CH3:23])(=[O:26])=[O:25])[CH2:12][CH2:13][C:14]1[CH:19]=[CH:18][CH:17]=[CH:16][C:15]=1[S:20][CH3:21])[C:2]1[CH:3]=[CH:4][CH:5]=[CH:6][CH:7]=1. The catalyst class is: 4. (2) Product: [Cl:1][C:2]1[CH:3]=[C:4]([NH:17][C:18]2[C:19]3[CH:26]=[C:25]([C:27]#[C:28][C:30]4[CH:35]=[CH:34][CH:33]=[CH:32][N:31]=4)[S:24][C:20]=3[N:21]=[CH:22][N:23]=2)[CH:5]=[CH:6][C:7]=1[O:8][CH2:9][C:10]1[CH:15]=[CH:14][CH:13]=[C:12]([F:16])[CH:11]=1. The catalyst class is: 235. Reactant: [Cl:1][C:2]1[CH:3]=[C:4]([NH:17][C:18]2[C:19]3[CH:26]=[C:25]([C:27]#[CH:28])[S:24][C:20]=3[N:21]=[CH:22][N:23]=2)[CH:5]=[CH:6][C:7]=1[O:8][CH2:9][C:10]1[CH:15]=[CH:14][CH:13]=[C:12]([F:16])[CH:11]=1.I[C:30]1[CH:35]=[CH:34][CH:33]=[CH:32][N:31]=1.C(N(CC)CC)C.N#N.